From a dataset of Reaction yield outcomes from USPTO patents with 853,638 reactions. Predict the reaction yield, written as a fraction of the theoretical maximum amount of product (1.0 means a 100% yield; for example, 0.34 means a 34% yield). The reactants are [C:1]([C:5]1[CH:10]=[CH:9][CH:8]=[CH:7][C:6]=1[NH2:11])([CH3:4])([CH3:3])[CH3:2].[N+:12]([O-])([O-:14])=[O:13].[K+]. The catalyst is S(=O)(=O)(O)O. The product is [C:1]([C:5]1[CH:10]=[CH:9][C:8]([N+:12]([O-:14])=[O:13])=[CH:7][C:6]=1[NH2:11])([CH3:4])([CH3:2])[CH3:3]. The yield is 0.640.